Dataset: NCI-60 drug combinations with 297,098 pairs across 59 cell lines. Task: Regression. Given two drug SMILES strings and cell line genomic features, predict the synergy score measuring deviation from expected non-interaction effect. (1) Drug 1: C1=C(C(=O)NC(=O)N1)N(CCCl)CCCl. Drug 2: C#CCC(CC1=CN=C2C(=N1)C(=NC(=N2)N)N)C3=CC=C(C=C3)C(=O)NC(CCC(=O)O)C(=O)O. Cell line: PC-3. Synergy scores: CSS=39.1, Synergy_ZIP=-8.14, Synergy_Bliss=-8.92, Synergy_Loewe=-55.7, Synergy_HSA=-7.44. (2) Drug 1: C1=NC2=C(N1)C(=S)N=C(N2)N. Drug 2: C1CNP(=O)(OC1)N(CCCl)CCCl. Cell line: SR. Synergy scores: CSS=39.2, Synergy_ZIP=-2.82, Synergy_Bliss=-6.54, Synergy_Loewe=-47.0, Synergy_HSA=-6.50. (3) Drug 1: CC1C(C(CC(O1)OC2CC(CC3=C2C(=C4C(=C3O)C(=O)C5=C(C4=O)C(=CC=C5)OC)O)(C(=O)C)O)N)O.Cl. Drug 2: C1CN1P(=S)(N2CC2)N3CC3. Cell line: EKVX. Synergy scores: CSS=-0.949, Synergy_ZIP=-2.66, Synergy_Bliss=-6.12, Synergy_Loewe=-7.06, Synergy_HSA=-5.28. (4) Drug 1: CC12CCC(CC1=CCC3C2CCC4(C3CC=C4C5=CN=CC=C5)C)O. Drug 2: CNC(=O)C1=NC=CC(=C1)OC2=CC=C(C=C2)NC(=O)NC3=CC(=C(C=C3)Cl)C(F)(F)F. Cell line: HCT116. Synergy scores: CSS=29.0, Synergy_ZIP=0.305, Synergy_Bliss=-2.97, Synergy_Loewe=-9.31, Synergy_HSA=-2.72. (5) Synergy scores: CSS=11.3, Synergy_ZIP=-4.60, Synergy_Bliss=-1.79, Synergy_Loewe=-18.4, Synergy_HSA=-2.85. Drug 2: CC1=C(C(=O)C2=C(C1=O)N3CC4C(C3(C2COC(=O)N)OC)N4)N. Drug 1: CN1C(=O)N2C=NC(=C2N=N1)C(=O)N. Cell line: IGROV1. (6) Drug 1: CC(C)NC(=O)C1=CC=C(C=C1)CNNC.Cl. Drug 2: N.N.Cl[Pt+2]Cl. Cell line: MDA-MB-435. Synergy scores: CSS=20.4, Synergy_ZIP=-7.11, Synergy_Bliss=1.16, Synergy_Loewe=-2.46, Synergy_HSA=2.87. (7) Drug 1: C1C(C(OC1N2C=NC3=C2NC=NCC3O)CO)O. Drug 2: CC12CCC3C(C1CCC2OP(=O)(O)O)CCC4=C3C=CC(=C4)OC(=O)N(CCCl)CCCl.[Na+]. Cell line: RXF 393. Synergy scores: CSS=9.53, Synergy_ZIP=-6.29, Synergy_Bliss=-8.82, Synergy_Loewe=-6.00, Synergy_HSA=-5.88.